Dataset: Forward reaction prediction with 1.9M reactions from USPTO patents (1976-2016). Task: Predict the product of the given reaction. (1) Given the reactants [Br:1][C:2]1[CH:3]=[C:4]([CH:7]=[C:8]([Br:10])[CH:9]=1)[CH:5]=O.[NH2:11][C:12]1[CH:17]=[CH:16][CH:15]=[CH:14][C:13]=1[SH:18].C([O-])(=O)C.[Pb+4].C([O-])(=O)C.C([O-])(=O)C.C([O-])(=O)C.O, predict the reaction product. The product is: [Br:1][C:2]1[CH:3]=[C:4]([C:5]2[S:18][C:13]3[CH:14]=[CH:15][CH:16]=[CH:17][C:12]=3[N:11]=2)[CH:7]=[C:8]([Br:10])[CH:9]=1. (2) Given the reactants [H-].[Na+].[OH:3][C:4]1([C:9]([O:11][CH3:12])=[O:10])[CH2:8][CH2:7][CH2:6][CH2:5]1.I[CH3:14], predict the reaction product. The product is: [CH3:14][O:3][C:4]1([C:9]([O:11][CH3:12])=[O:10])[CH2:8][CH2:7][CH2:6][CH2:5]1. (3) Given the reactants [F:1][CH2:2][CH:3]([CH2:22][F:23])[O:4][C:5]1[CH:6]=[C:7]([CH:11]=[C:12]([O:14][C:15]2[CH:20]=[CH:19][C:18]([F:21])=[CH:17][CH:16]=2)[CH:13]=1)[C:8]([OH:10])=O.[CH2:24]([O:26][C:27](=[O:36])[CH2:28][S:29][C:30]1[S:34][C:33]([NH2:35])=[N:32][CH:31]=1)[CH3:25], predict the reaction product. The product is: [CH2:24]([O:26][C:27](=[O:36])[CH2:28][S:29][C:30]1[S:34][C:33]([NH:35][C:8](=[O:10])[C:7]2[CH:11]=[C:12]([O:14][C:15]3[CH:20]=[CH:19][C:18]([F:21])=[CH:17][CH:16]=3)[CH:13]=[C:5]([O:4][CH:3]([CH2:2][F:1])[CH2:22][F:23])[CH:6]=2)=[N:32][CH:31]=1)[CH3:25]. (4) Given the reactants [C:1]([C:5]1[CH:10]=[CH:9][C:8]([N:11]2[C:15]([OH:16])=[C:14]([C:17](=O)[CH3:18])[C:13]([CH3:20])=[N:12]2)=[CH:7][CH:6]=1)([CH3:4])([CH3:3])[CH3:2].[OH:21][C:22]1[CH:23]=[C:24]([CH:29]=[C:30]([OH:32])[CH:31]=1)[C:25]([NH:27][NH2:28])=[O:26], predict the reaction product. The product is: [C:1]([C:5]1[CH:10]=[CH:9][C:8]([N:11]2[C:15](=[O:16])[C:14](=[C:17]([NH:28][NH:27][C:25](=[O:26])[C:24]3[CH:23]=[C:22]([OH:21])[CH:31]=[C:30]([OH:32])[CH:29]=3)[CH3:18])[C:13]([CH3:20])=[N:12]2)=[CH:7][CH:6]=1)([CH3:4])([CH3:3])[CH3:2]. (5) Given the reactants [CH3:1][C:2](=[O:7])[CH2:3][C:4](=[O:6])[CH3:5].B(OB=O)=O.[NH:13]1[C:21]2[C:16](=[CH:17][CH:18]=[C:19]([CH:22]=O)[CH:20]=2)[CH:15]=[CH:14]1.C(OC)(OC)OC.C(N)CCC.Cl, predict the reaction product. The product is: [NH:13]1[C:21]2[C:16](=[CH:17][CH:18]=[C:19]([CH:22]=[CH:1][C:2](=[O:7])[CH2:3][C:4](=[O:6])[CH3:5])[CH:20]=2)[CH:15]=[CH:14]1.